Dataset: M1 muscarinic receptor antagonist screen with 61,756 compounds. Task: Binary Classification. Given a drug SMILES string, predict its activity (active/inactive) in a high-throughput screening assay against a specified biological target. (1) The compound is s1cc(C2Oc3nc(SC)nnc3c3c(N2C(=O)C)cccc3)cc1. The result is 1 (active). (2) The drug is S(=O)(=O)(N1CCC(CC1)C(=O)NCc1ccc(OC)cc1)c1c([nH]nc1C)C. The result is 0 (inactive). (3) The compound is S(=O)(=O)(N1CCN(CC1)C(OCC)=O)c1c(cc2NC(=O)COc2c1)C. The result is 0 (inactive). (4) The drug is OC(=O)c1cc(N)c(N2CCC(CC2)C)cc1. The result is 0 (inactive). (5) The drug is S(=O)(=O)(N1CCC(CC1)C(=O)N1CCc2c(C1)cccc2)c1c(noc1/C=C\c1occc1)C. The result is 0 (inactive). (6) The drug is o1c2c(C(N(C2=O)c2ncc(cc2)C)c2cc(O)ccc2)c(=O)c2c1cccc2. The result is 0 (inactive).